This data is from Catalyst prediction with 721,799 reactions and 888 catalyst types from USPTO. The task is: Predict which catalyst facilitates the given reaction. (1) Reactant: COC1[C@H](C(C)C)N=[C:6]([O:19][CH3:20])[C@@H:7]([CH2:9][C:10]2[CH:15]=[C:14]([F:16])[C:13]([F:17])=[CH:12][C:11]=2[F:18])[N:8]=1.Cl.C(N(CC)CC)C.[C:43]([O:42][C:40](O[C:40]([O:42][C:43]([CH3:46])([CH3:45])[CH3:44])=[O:41])=[O:41])([CH3:46])([CH3:45])[CH3:44].C(OCC)(=[O:49])C. Product: [CH3:20][O:19][C:6](=[O:49])[C@@H:7]([CH2:9][C:10]1[CH:15]=[C:14]([F:16])[C:13]([F:17])=[CH:12][C:11]=1[F:18])[NH:8][C:40]([O:42][C:43]([CH3:44])([CH3:45])[CH3:46])=[O:41]. The catalyst class is: 10. (2) Reactant: C[O:2][C:3](=[O:40])[CH2:4][CH2:5][CH2:6][C:7]#[C:8][C:9]1[CH:14]=[CH:13][C:12]([C:15]([CH2:37][CH3:38])([C:18]2[CH:23]=[CH:22][C:21](/[CH:24]=[CH:25]/[C:26]([OH:35])([C:31]([F:34])([F:33])[F:32])[C:27]([F:30])([F:29])[F:28])=[C:20]([CH3:36])[CH:19]=2)[CH2:16][CH3:17])=[CH:11][C:10]=1[CH3:39].[OH-].[Na+].C(OCC)(=O)C. Product: [CH2:16]([C:15]([C:12]1[CH:13]=[CH:14][C:9]([C:8]#[C:7][CH2:6][CH2:5][CH2:4][C:3]([OH:40])=[O:2])=[C:10]([CH3:39])[CH:11]=1)([C:18]1[CH:23]=[CH:22][C:21](/[CH:24]=[CH:25]/[C:26]([OH:35])([C:31]([F:32])([F:33])[F:34])[C:27]([F:30])([F:28])[F:29])=[C:20]([CH3:36])[CH:19]=1)[CH2:37][CH3:38])[CH3:17]. The catalyst class is: 5. (3) Reactant: C[O:2][C:3]([C:5]1[C:9]([NH:10][C:11]([C:24]2[CH:29]=[CH:28][CH:27]=[CH:26][CH:25]=2)([C:18]2[CH:23]=[CH:22][CH:21]=[CH:20][CH:19]=2)[C:12]2[CH:17]=[CH:16][CH:15]=[CH:14][CH:13]=2)=[CH:8][N:7]([CH3:30])[N:6]=1)=[O:4].[OH-].[Na+]. Product: [CH3:30][N:7]1[CH:8]=[C:9]([NH:10][C:11]([C:18]2[CH:19]=[CH:20][CH:21]=[CH:22][CH:23]=2)([C:24]2[CH:29]=[CH:28][CH:27]=[CH:26][CH:25]=2)[C:12]2[CH:13]=[CH:14][CH:15]=[CH:16][CH:17]=2)[C:5]([C:3]([OH:4])=[O:2])=[N:6]1. The catalyst class is: 5. (4) The catalyst class is: 26. Reactant: [C:1]([O:5][C:6](=[O:20])[NH:7][C:8]1[CH:13]=[CH:12][C:11]([N:14]2[CH2:19][CH2:18][NH:17][CH2:16][CH2:15]2)=[CH:10][CH:9]=1)([CH3:4])([CH3:3])[CH3:2].[CH3:21][C:22]1[N:26]=[C:25]([C:27]2[CH:28]=[C:29]([CH:32]=[CH:33][CH:34]=2)[CH:30]=O)[O:24][N:23]=1.C(O)(=O)C.C(O[BH-](OC(=O)C)OC(=O)C)(=O)C.[Na+]. Product: [C:1]([O:5][C:6](=[O:20])[NH:7][C:8]1[CH:9]=[CH:10][C:11]([N:14]2[CH2:15][CH2:16][N:17]([CH2:30][C:29]3[CH:32]=[CH:33][CH:34]=[C:27]([C:25]4[O:24][N:23]=[C:22]([CH3:21])[N:26]=4)[CH:28]=3)[CH2:18][CH2:19]2)=[CH:12][CH:13]=1)([CH3:4])([CH3:2])[CH3:3]. (5) Reactant: Br[C:2]1[CH:3]=[C:4]2[C:9](=[CH:10][C:11]=1[F:12])[N:8]1[C:13]([CH3:16])=[N:14][N:15]=[C:7]1[CH2:6][CH2:5]2.[CH3:17][C:18]1([CH3:34])[C:22]([CH3:24])([CH3:23])[O:21][B:20]([B:20]2[O:21][C:22]([CH3:24])([CH3:23])[C:18]([CH3:34])([CH3:17])[O:19]2)[O:19]1.C([O-])(=O)C.[K+]. Product: [F:12][C:11]1[CH:10]=[C:9]2[C:4]([CH2:5][CH2:6][C:7]3[N:8]2[C:13]([CH3:16])=[N:14][N:15]=3)=[CH:3][C:2]=1[B:20]1[O:21][C:22]([CH3:24])([CH3:23])[C:18]([CH3:34])([CH3:17])[O:19]1. The catalyst class is: 75.